Dataset: Reaction yield outcomes from USPTO patents with 853,638 reactions. Task: Predict the reaction yield, written as a fraction of the theoretical maximum amount of product (1.0 means a 100% yield; for example, 0.34 means a 34% yield). (1) The reactants are [NH:1]1[CH2:6][CH2:5][CH2:4][CH:3]([OH:7])[CH2:2]1.[C:8](OC)(=[O:23])[C:9]([C:17]1[CH:22]=[CH:21][CH:20]=[CH:19][CH:18]=1)([C:11]1[CH:16]=[CH:15][CH:14]=[CH:13][CH:12]=1)[OH:10].C[O-].[Na+].Cl. The catalyst is CO.C1C=CC=CC=1. The product is [C:8]([O:7][CH:3]1[CH2:4][CH2:5][CH2:6][NH:1][CH2:2]1)(=[O:23])[C:9]([C:11]1[CH:16]=[CH:15][CH:14]=[CH:13][CH:12]=1)([C:17]1[CH:22]=[CH:21][CH:20]=[CH:19][CH:18]=1)[OH:10]. The yield is 0.400. (2) The reactants are [CH3:1][NH:2][C:3]([C:5]1[S:9][C:8]([N:10]2[CH2:15][CH2:14][NH:13][CH2:12][CH2:11]2)=[N:7][C:6]=1[C:16]1[CH:21]=[CH:20][C:19]([O:22][C:23]2[CH:28]=[CH:27][CH:26]=[CH:25][CH:24]=2)=[CH:18][CH:17]=1)=[O:4].[C:29](Cl)(=[O:32])[CH:30]=[CH2:31]. The catalyst is C(Cl)Cl. The product is [C:29]([N:13]1[CH2:14][CH2:15][N:10]([C:8]2[S:9][C:5]([C:3]([NH:2][CH3:1])=[O:4])=[C:6]([C:16]3[CH:21]=[CH:20][C:19]([O:22][C:23]4[CH:28]=[CH:27][CH:26]=[CH:25][CH:24]=4)=[CH:18][CH:17]=3)[N:7]=2)[CH2:11][CH2:12]1)(=[O:32])[CH:30]=[CH2:31]. The yield is 0.490. (3) The reactants are [CH2:1]([C:3]1[N:4]([C:28]2[CH:33]=[CH:32][C:31]([OH:34])=[CH:30][CH:29]=2)[C:5](=[O:27])[C:6]([CH2:12][C:13]2[CH:18]=[CH:17][C:16]([C:19]3[C:20]([C:25]#[N:26])=[CH:21][CH:22]=[CH:23][CH:24]=3)=[CH:15][CH:14]=2)=[C:7]([CH2:9][CH2:10][CH3:11])[N:8]=1)[CH3:2].[CH3:35][CH:36]1[CH2:41][CH:40](O)[CH2:39][CH2:38][O:37]1.C1(P(C2C=CC=CC=2)C2C=CC=CC=2)C=CC=CC=1.[N:63]([C:64]([O:66]C(C)C)=[O:65])=[N:63][C:64]([O:66]C(C)C)=[O:65]. The catalyst is O1CCCC1.O. The product is [CH2:1]([C:3]1[N:4]([C:28]2[CH:33]=[CH:32][C:31]([O:34][CH:40]3[CH2:39][CH2:38][O:37][CH:36]([CH3:35])[CH2:41]3)=[CH:30][CH:29]=2)[C:5](=[O:27])[C:6]([CH2:12][C:13]2[CH:18]=[CH:17][C:16]([C:19]3[CH:24]=[CH:23][CH:22]=[CH:21][C:20]=3[C:25]3[NH:63][C:64](=[O:65])[O:66][N:26]=3)=[CH:15][CH:14]=2)=[C:7]([CH2:9][CH2:10][CH3:11])[N:8]=1)[CH3:2]. The yield is 0.600. (4) The product is [CH2:1]([N:5]([C:27](=[O:34])[CH2:28][C:29]([O:31][CH2:32][CH3:33])=[O:30])[C:6]1[CH:11]=[CH:10][C:9]([N:12]2[CH2:17][CH2:16][C:15](=[O:18])[CH2:14][CH2:13]2)=[CH:8][CH:7]=1)[CH2:2][CH2:3][CH3:4]. The yield is 0.680. The catalyst is CN(C)C1C=CN=CC=1. The reactants are [CH2:1]([NH:5][C:6]1[CH:11]=[CH:10][C:9]([N:12]2[CH2:17][CH2:16][C:15](=[O:18])[CH2:14][CH2:13]2)=[CH:8][CH:7]=1)[CH2:2][CH2:3][CH3:4].C(N(CC)CC)C.Cl[C:27](=[O:34])[CH2:28][C:29]([O:31][CH2:32][CH3:33])=[O:30]. (5) The reactants are [C:1]1([C:7]2([OH:15])[CH2:13][CH:12]3[NH:14][CH:9]([CH2:10][CH2:11]3)[CH2:8]2)[CH:6]=[CH:5][CH:4]=[CH:3][CH:2]=1.[CH3:16][O:17][C:18]1[C:23]2[O:24][C@H:25]([CH2:28]OS(C3C=CC(C)=CC=3)(=O)=O)[CH2:26][O:27][C:22]=2[CH:21]=[CH:20][CH:19]=1. No catalyst specified. The product is [CH3:16][O:17][C:18]1[C:23]2[O:24][C@@H:25]([CH2:28][N:14]3[CH:9]4[CH2:10][CH2:11][CH:12]3[CH2:13][C:7]([C:1]3[CH:2]=[CH:3][CH:4]=[CH:5][CH:6]=3)([OH:15])[CH2:8]4)[CH2:26][O:27][C:22]=2[CH:21]=[CH:20][CH:19]=1. The yield is 0.760. (6) The reactants are [C:1]([O:7][C:8]([CH3:11])([CH3:10])[CH3:9])(=[O:6])[CH2:2][C:3]([CH3:5])=O.[Br:12][C:13]1[CH:20]=[CH:19][CH:18]=[CH:17][C:14]=1[CH:15]=O.[NH4+:21].[OH-:22]. The catalyst is CCO. The product is [Br:12][C:13]1[CH:20]=[CH:19][CH:18]=[CH:17][C:14]=1[CH:15]1[C:2]([C:1]([O:7][C:8]([CH3:11])([CH3:10])[CH3:9])=[O:6])=[C:3]([CH3:5])[NH:21][C:3]([CH3:5])=[C:2]1[C:1]([O:7][C:8]([CH3:11])([CH3:10])[CH3:9])=[O:22]. The yield is 0.280.